From a dataset of Forward reaction prediction with 1.9M reactions from USPTO patents (1976-2016). Predict the product of the given reaction. (1) Given the reactants [CH3:1][N:2]1[C:7]2[CH:8]=[CH:9][CH:10]=[CH:11][C:6]=2[O:5][CH2:4][CH2:3]1.[Br:12]N1C(=O)CCC1=O, predict the reaction product. The product is: [Br:12][C:10]1[CH:9]=[CH:8][C:7]2[N:2]([CH3:1])[CH2:3][CH2:4][O:5][C:6]=2[CH:11]=1. (2) Given the reactants CN(C)C[CH2:4][CH:5]([N:12]1[CH:16]=[C:15]([NH2:17])[CH:14]=[N:13]1)[C:6]1C=CC=CC=1.[O:19]1[CH:23]=[CH:22][N:21]=C1C(O)C, predict the reaction product. The product is: [O:19]1[CH:23]=[CH:22][N:21]=[C:6]1[CH:5]([N:12]1[CH:16]=[C:15]([NH2:17])[CH:14]=[N:13]1)[CH3:4]. (3) Given the reactants C(O[C:6](=O)[N:7]([CH2:9][CH2:10][CH2:11][NH:12][C:13]1[CH:22]=[CH:21][C:20]2[C:15](=[CH:16][CH:17]=[C:18]([CH3:37])[C:19]=2[NH:23][C:24](=[O:36])[CH2:25][C:26]23[CH2:35][CH:30]4[CH2:31][CH:32]([CH2:34][CH:28]([CH2:29]4)[CH2:27]2)[CH2:33]3)[N:14]=1)C)(C)(C)C.Cl, predict the reaction product. The product is: [C:26]12([CH2:25][C:24]([NH:23][C:19]3[C:18]([CH3:37])=[CH:17][CH:16]=[C:15]4[C:20]=3[CH:21]=[CH:22][C:13]([NH:12][CH2:11][CH2:10][CH2:9][NH:7][CH3:6])=[N:14]4)=[O:36])[CH2:35][CH:30]3[CH2:29][CH:28]([CH2:34][CH:32]([CH2:31]3)[CH2:33]1)[CH2:27]2. (4) Given the reactants [NH2:1][C:2]1[CH:7]=[CH:6][C:5]([OH:8])=[CH:4][C:3]=1[N+:9]([O-:11])=[O:10].Cl.Cl[CH2:14][CH2:15][N:16]([CH3:18])[CH3:17].C([O-])([O-])=O.[Cs+].[Cs+].[Na+].[I-], predict the reaction product. The product is: [CH3:17][N:16]([CH3:18])[CH2:15][CH2:14][O:8][C:5]1[CH:6]=[CH:7][C:2]([NH2:1])=[C:3]([N+:9]([O-:11])=[O:10])[CH:4]=1. (5) Given the reactants [C:12]([O:11][C:9](O[C:9]([O:11][C:12]([CH3:15])([CH3:14])[CH3:13])=[O:10])=[O:10])([CH3:15])([CH3:14])[CH3:13].[CH3:16][C:17]1([CH3:24])[C:22](=[O:23])[CH2:21][CH2:20][NH:19][CH2:18]1.C(N(CC)CC)C, predict the reaction product. The product is: [C:12]([O:11][C:9]([N:19]1[CH2:20][CH2:21][C:22](=[O:23])[C:17]([CH3:24])([CH3:16])[CH2:18]1)=[O:10])([CH3:13])([CH3:14])[CH3:15].